Task: Predict the product of the given reaction.. Dataset: Forward reaction prediction with 1.9M reactions from USPTO patents (1976-2016) (1) Given the reactants [C:1]1([CH2:7][CH2:8]CN)[CH:6]=[CH:5][CH:4]=[CH:3][CH:2]=1.[CH2:11]1[C:19]2[CH:18]=[CH:17][N:16]=[CH:15][C:14]=2[CH2:13][N:12]1[C:20]([NH:22][C@H:23]1[CH2:26][C@H:25]([C:27]([OH:29])=O)[CH2:24]1)=[O:21].C1C2C(=CC=CC=2)C[N:31]1C(NC1C=CC(C(O)=O)=CC=1)=O, predict the reaction product. The product is: [C:1]1([CH2:7][CH2:8][NH:31][C:27]([C@H:25]2[CH2:26][C@H:23]([NH:22][C:20]([N:12]3[CH2:11][C:19]4[CH:18]=[CH:17][N:16]=[CH:15][C:14]=4[CH2:13]3)=[O:21])[CH2:24]2)=[O:29])[CH:2]=[CH:3][CH:4]=[CH:5][CH:6]=1. (2) The product is: [F:24][C:18]1[C:17]([C:13]2[CH:12]=[C:11]([N:9]3[CH:10]=[C:6]([C:4]([C:27]4[N:32]=[CH:31][CH:30]=[CH:29][N:28]=4)=[O:5])[N:7]=[CH:8]3)[CH:16]=[CH:15][CH:14]=2)=[C:22]([F:23])[CH:21]=[CH:20][N:19]=1. Given the reactants CON(C)[C:4]([C:6]1[N:7]=[CH:8][N:9]([C:11]2[CH:16]=[CH:15][CH:14]=[C:13]([C:17]3[C:18]([F:24])=[N:19][CH:20]=[CH:21][C:22]=3[F:23])[CH:12]=2)[CH:10]=1)=[O:5].Br[C:27]1[N:32]=[CH:31][CH:30]=[CH:29][N:28]=1, predict the reaction product.